Regression. Given two drug SMILES strings and cell line genomic features, predict the synergy score measuring deviation from expected non-interaction effect. From a dataset of NCI-60 drug combinations with 297,098 pairs across 59 cell lines. (1) Drug 1: CC12CCC(CC1=CCC3C2CCC4(C3CC=C4C5=CN=CC=C5)C)O. Drug 2: CC(C)(C#N)C1=CC(=CC(=C1)CN2C=NC=N2)C(C)(C)C#N. Cell line: OVCAR-5. Synergy scores: CSS=12.9, Synergy_ZIP=-0.995, Synergy_Bliss=4.77, Synergy_Loewe=2.68, Synergy_HSA=3.54. (2) Synergy scores: CSS=2.65, Synergy_ZIP=-1.52, Synergy_Bliss=-0.395, Synergy_Loewe=-6.98, Synergy_HSA=-2.71. Drug 2: C(CN)CNCCSP(=O)(O)O. Cell line: HCT116. Drug 1: CC1=C(C(CCC1)(C)C)C=CC(=CC=CC(=CC(=O)O)C)C. (3) Drug 1: CC1=C2C(C(=O)C3(C(CC4C(C3C(C(C2(C)C)(CC1OC(=O)C(C(C5=CC=CC=C5)NC(=O)OC(C)(C)C)O)O)OC(=O)C6=CC=CC=C6)(CO4)OC(=O)C)OC)C)OC. Drug 2: C(CN)CNCCSP(=O)(O)O. Cell line: U251. Synergy scores: CSS=38.7, Synergy_ZIP=2.76, Synergy_Bliss=-0.0616, Synergy_Loewe=-37.1, Synergy_HSA=-1.40. (4) Drug 1: CCC(=C(C1=CC=CC=C1)C2=CC=C(C=C2)OCCN(C)C)C3=CC=CC=C3.C(C(=O)O)C(CC(=O)O)(C(=O)O)O. Drug 2: CC1C(C(CC(O1)OC2CC(OC(C2O)C)OC3=CC4=CC5=C(C(=O)C(C(C5)C(C(=O)C(C(C)O)O)OC)OC6CC(C(C(O6)C)O)OC7CC(C(C(O7)C)O)OC8CC(C(C(O8)C)O)(C)O)C(=C4C(=C3C)O)O)O)O. Cell line: 786-0. Synergy scores: CSS=35.7, Synergy_ZIP=7.51, Synergy_Bliss=8.01, Synergy_Loewe=-2.50, Synergy_HSA=6.81.